This data is from Reaction yield outcomes from USPTO patents with 853,638 reactions. The task is: Predict the reaction yield, written as a fraction of the theoretical maximum amount of product (1.0 means a 100% yield; for example, 0.34 means a 34% yield). (1) The reactants are C([O:5][C:6](=[O:54])[C:7]([O:10]/[N:11]=[C:12](/[C:41]1[N:42]=[C:43]([NH:46]C(OC(C)(C)C)=O)[S:44][CH:45]=1)\[C:13]([NH:15][C@@H:16]1[C:19](=[O:20])[N:18]([S:21]([OH:24])(=[O:23])=[O:22])[C@@H:17]1[CH2:25][N:26]1[CH2:30][C@@H:29]([CH2:31][NH:32]C(OC(C)(C)C)=O)[O:28][C:27]1=[O:40])=[O:14])([CH3:9])[CH3:8])(C)(C)C.C(O)(C(F)(F)F)=O. The catalyst is C(Cl)Cl. The product is [NH2:32][CH2:31][C@H:29]1[O:28][C:27](=[O:40])[N:26]([CH2:25][C@@H:17]2[C@H:16]([NH:15][C:13](=[O:14])/[C:12](=[N:11]\[O:10][C:7]([CH3:8])([CH3:9])[C:6]([OH:54])=[O:5])/[C:41]3[N:42]=[C:43]([NH2:46])[S:44][CH:45]=3)[C:19](=[O:20])[N:18]2[S:21]([OH:24])(=[O:22])=[O:23])[CH2:30]1. The yield is 0.780. (2) The reactants are [CH2:1]([N:8]1[C:16]2[C:11](=[CH:12][C:13]([C:17]([OH:26])([C:22]([F:25])([F:24])[F:23])[C:18]([F:21])([F:20])[F:19])=[CH:14][CH:15]=2)[CH:10]=[C:9]1[CH:27]=[O:28])[C:2]1[CH:7]=[CH:6][CH:5]=[CH:4][CH:3]=1.C1CCN2C(=NCCC2)CC1.[Si:40](Cl)([CH2:45][CH3:46])([CH2:43][CH3:44])[CH2:41][CH3:42].[NH4+].[Cl-]. The catalyst is CN(C=O)C.CCOCC. The product is [CH2:1]([N:8]1[C:16]2[C:11](=[CH:12][C:13]([C:17]([O:26][Si:40]([CH2:45][CH3:46])([CH2:43][CH3:44])[CH2:41][CH3:42])([C:22]([F:25])([F:23])[F:24])[C:18]([F:19])([F:20])[F:21])=[CH:14][CH:15]=2)[CH:10]=[C:9]1[CH:27]=[O:28])[C:2]1[CH:3]=[CH:4][CH:5]=[CH:6][CH:7]=1. The yield is 0.920. (3) The reactants are Br[C:2]1[CH:7]=[CH:6][N:5]2[N:8]=[CH:9][C:10]([C:11]#[N:12])=[C:4]2[CH:3]=1.[F:13][C:14]([F:38])([F:37])[CH2:15][S:16]([NH:19][C:20]1[C:21]([O:35][CH3:36])=[N:22][CH:23]=[C:24](B2OC(C)(C)C(C)(C)O2)[CH:25]=1)(=[O:18])=[O:17].CC([O-])=O.[K+].C(Cl)Cl. The catalyst is O1CCOCC1.O.C1C=CC(P(C2C=CC=CC=2)[C-]2C=CC=C2)=CC=1.C1C=CC(P(C2C=CC=CC=2)[C-]2C=CC=C2)=CC=1.Cl[Pd]Cl.[Fe+2]. The product is [C:11]([C:10]1[CH:9]=[N:8][N:5]2[CH:6]=[CH:7][C:2]([C:24]3[CH:25]=[C:20]([NH:19][S:16]([CH2:15][C:14]([F:37])([F:38])[F:13])(=[O:17])=[O:18])[C:21]([O:35][CH3:36])=[N:22][CH:23]=3)=[CH:3][C:4]=12)#[N:12]. The yield is 0.510. (4) The reactants are [Cl:1][C:2]1[C:3]([O:12][C:13]2[CH:18]=[C:17]([OH:19])[CH:16]=[CH:15][C:14]=2/[CH:20]=[CH:21]/[C:22]([O:24][CH2:25][CH3:26])=[O:23])=[N:4][CH:5]=[C:6]([C:8]([F:11])([F:10])[F:9])[CH:7]=1.C(=O)([O-])[O-].[K+].[K+].CC1C=CC(S(O[CH2:44][CH2:45][CH2:46][S:47]([CH3:50])(=[O:49])=[O:48])(=O)=O)=CC=1.Cl. The catalyst is CN(C)C=O. The product is [Cl:1][C:2]1[C:3]([O:12][C:13]2[CH:18]=[C:17]([O:19][CH2:44][CH2:45][CH2:46][S:47]([CH3:50])(=[O:49])=[O:48])[CH:16]=[CH:15][C:14]=2/[CH:20]=[CH:21]/[C:22]([O:24][CH2:25][CH3:26])=[O:23])=[N:4][CH:5]=[C:6]([C:8]([F:9])([F:11])[F:10])[CH:7]=1. The yield is 0.970. (5) The reactants are [CH:1]1([N:4]2[C:13]3[C:8](=[C:9]([F:17])[C:10]([F:16])=[C:11](F)[C:12]=3[F:14])[C:7](=[O:18])[CH:6]=[C:5]2[C:19]([O:21][CH2:22][CH3:23])=[O:20])[CH2:3][CH2:2]1.[N:24]1[CH:29]=[CH:28][CH:27]=[CH:26][C:25]=1[NH:30][CH2:31][CH2:32][NH2:33].C(N(CC)CC)C. The catalyst is CS(C)=O. The product is [CH:1]1([N:4]2[C:13]3[C:8](=[C:9]([F:17])[C:10]([F:16])=[C:11]([NH:33][CH2:32][CH2:31][NH:30][C:25]4[CH:26]=[CH:27][CH:28]=[CH:29][N:24]=4)[C:12]=3[F:14])[C:7](=[O:18])[CH:6]=[C:5]2[C:19]([O:21][CH2:22][CH3:23])=[O:20])[CH2:2][CH2:3]1. The yield is 0.830.